From a dataset of Reaction yield outcomes from USPTO patents with 853,638 reactions. Predict the reaction yield, written as a fraction of the theoretical maximum amount of product (1.0 means a 100% yield; for example, 0.34 means a 34% yield). (1) The reactants are [NH:1]1[C:9]2[C:4](=[CH:5][CH:6]=[CH:7][CH:8]=2)[CH2:3][C:2]1=[O:10].[Cl-].[Al+3].[Cl-].[Cl-].[Cl:15][CH2:16][C:17](Cl)=[O:18].Cl. The catalyst is ClC(Cl)C. The product is [Cl:15][CH2:16][C:17]([C:6]1[CH:5]=[C:4]2[C:9](=[CH:8][CH:7]=1)[NH:1][C:2](=[O:10])[CH2:3]2)=[O:18]. The yield is 0.980. (2) The yield is 0.800. The reactants are [NH:1]1[CH2:5][CH2:4][CH2:3][CH:2]1[CH2:6][NH:7][C:8]1[CH:9]=[CH:10][C:11]([C:14]([O:16][CH2:17][CH3:18])=[O:15])=[N:12][CH:13]=1.[CH3:19][O:20][C:21]1[CH:22]=[C:23]([CH2:38][C:39](O)=[O:40])[CH:24]=[CH:25][C:26]=1[NH:27][C:28]([NH:30][C:31]1[CH:36]=[CH:35][CH:34]=[CH:33][C:32]=1[CH3:37])=[O:29].CCN=C=NCCCN(C)C.Cl. The catalyst is CN(C1C=CN=CC=1)C.CN(C=O)C. The product is [CH3:19][O:20][C:21]1[CH:22]=[C:23]([CH2:38][C:39]([N:1]2[CH2:5][CH2:4][CH2:3][CH:2]2[CH2:6][NH:7][C:8]2[CH:9]=[CH:10][C:11]([C:14]([O:16][CH2:17][CH3:18])=[O:15])=[N:12][CH:13]=2)=[O:40])[CH:24]=[CH:25][C:26]=1[NH:27][C:28]([NH:30][C:31]1[CH:36]=[CH:35][CH:34]=[CH:33][C:32]=1[CH3:37])=[O:29].